Dataset: Catalyst prediction with 721,799 reactions and 888 catalyst types from USPTO. Task: Predict which catalyst facilitates the given reaction. (1) Reactant: [OH:1][C@H:2]1[CH2:7][CH2:6][C@H:5]([NH:8][C:9]2[CH:27]=[CH:26][C:25]([N+:28]([O-:30])=[O:29])=[CH:24][C:10]=2[C:11]([NH:13][CH2:14][C:15]2[CH:23]=[CH:22][C:18]3[O:19][CH2:20][O:21][C:17]=3[CH:16]=2)=[O:12])[CH2:4][CH2:3]1.[C:31](O)(=[O:38])[C:32]1[CH:37]=[CH:36][CH:35]=[CH:34][CH:33]=1.N(C(OCC)=O)=NC(OCC)=O.C1(P(C2C=CC=CC=2)C2C=CC=CC=2)C=CC=CC=1. Product: [C:31]([O:1][C@@H:2]1[CH2:7][CH2:6][C@H:5]([NH:8][C:9]2[CH:27]=[CH:26][C:25]([N+:28]([O-:30])=[O:29])=[CH:24][C:10]=2[C:11]([NH:13][CH2:14][C:15]2[CH:23]=[CH:22][C:18]3[O:19][CH2:20][O:21][C:17]=3[CH:16]=2)=[O:12])[CH2:4][CH2:3]1)(=[O:38])[C:32]1[CH:37]=[CH:36][CH:35]=[CH:34][CH:33]=1. The catalyst class is: 7. (2) Reactant: [NH2:1][C:2]1[CH:7]=[C:6]([CH3:8])[CH:5]=[CH:4][C:3]=1[OH:9].[CH2:10]([O:12][C@H:13]1[CH2:18][CH2:17][C@H:16]([N:19]2[CH2:24][CH2:23][C:22](=O)[CH2:21][CH2:20]2)[CH2:15][CH2:14]1)[CH3:11].C([BH3-])#N.[Na+].C(O)(=O)C. Product: [CH2:10]([O:12][C@H:13]1[CH2:14][CH2:15][C@H:16]([N:19]2[CH2:24][CH2:23][CH:22]([NH:1][C:2]3[CH:7]=[C:6]([CH3:8])[CH:5]=[CH:4][C:3]=3[OH:9])[CH2:21][CH2:20]2)[CH2:17][CH2:18]1)[CH3:11]. The catalyst class is: 4.